This data is from Full USPTO retrosynthesis dataset with 1.9M reactions from patents (1976-2016). The task is: Predict the reactants needed to synthesize the given product. (1) Given the product [CH:1]1([CH2:7][CH:8]2[CH2:13][CH:12]([C:14]([O:16][CH3:17])=[O:15])[CH2:11][CH2:10][N:9]2[C:18]([O:19][CH3:20])=[O:21])[CH2:6][CH2:5][CH2:4][CH2:3][CH2:2]1, predict the reactants needed to synthesize it. The reactants are: [CH:1]1([CH2:7][CH:8]2[CH2:13][CH:12]([C:14]([O:16][CH3:17])=[O:15])[CH2:11][CH2:10][NH:9]2)[CH2:6][CH2:5][CH2:4][CH2:3][CH2:2]1.[C:18](Cl)(=[O:21])[O:19][CH3:20].CCN(C(C)C)C(C)C.ClCCl. (2) Given the product [F:1][C:2]1[CH:7]=[C:6]([F:8])[CH:5]=[CH:4][C:3]=1[C@:9]12[CH2:18][O:17][C@@H:16]([C:19]3[O:20][C:21]([CH3:24])=[N:22][N:23]=3)[CH2:15][C@H:14]1[CH2:13][S:12][C:11]([NH2:25])=[N:10]2, predict the reactants needed to synthesize it. The reactants are: [F:1][C:2]1[CH:7]=[C:6]([F:8])[CH:5]=[CH:4][C:3]=1[C@:9]12[CH2:18][O:17][C@@H:16]([C:19]3[O:20][C:21]([CH3:24])=[N:22][N:23]=3)[CH2:15][C@H:14]1[CH2:13][S:12][C:11]([NH:25]C(=O)C1C=CC=CC=1)=[N:10]2.FC(F)(F)C(O)=O.FC1C=C(F)C=CC=1[C@]12CO[C@@H](C3ON=C(C)N=3)C[C@H]1CSC(N)=N2.[OH-].[NH4+]. (3) The reactants are: Br[C:2]1[CH:3]=[CH:4][C:5]2[O:9][C:8]3[CH:10]=[CH:11][C:12]([N:14]4[C:26]5[CH:25]=[CH:24][CH:23]=[CH:22][C:21]=5[C:20]5[C:15]4=[CH:16][CH:17]=[CH:18][CH:19]=5)=[CH:13][C:7]=3[C:6]=2[CH:27]=1.[C:28]([Cu])#[N:29]. Given the product [CH:25]1[C:26]2[N:14]([C:12]3[CH:11]=[CH:10][C:8]4[O:9][C:5]5[CH:4]=[CH:3][C:2]([C:28]#[N:29])=[CH:27][C:6]=5[C:7]=4[CH:13]=3)[C:15]3[C:20](=[CH:19][CH:18]=[CH:17][CH:16]=3)[C:21]=2[CH:22]=[CH:23][CH:24]=1, predict the reactants needed to synthesize it. (4) Given the product [OH:32][CH2:31][CH2:30][CH:27]1[S:26][C:25]([C:10]2[NH:11][C:12]3[C:8]([CH:9]=2)=[CH:7][C:6]([O:5][CH2:4][CH2:3][O:2][CH3:1])=[CH:14][C:13]=3[N:15]([CH3:24])[S:16]([C:19]2[S:20][CH:21]=[CH:22][CH:23]=2)(=[O:17])=[O:18])=[N:29][CH2:28]1, predict the reactants needed to synthesize it. The reactants are: [CH3:1][O:2][CH2:3][CH2:4][O:5][C:6]1[CH:7]=[C:8]2[C:12](=[C:13]([N:15]([CH3:24])[S:16]([C:19]3[S:20][CH:21]=[CH:22][CH:23]=3)(=[O:18])=[O:17])[CH:14]=1)[NH:11][C:10]([C:25]1[S:26][CH:27]([CH2:30][C:31](OCC)=[O:32])[CH2:28][N:29]=1)=[CH:9]2.O1CCCC1.CO.[BH4-].[Li+]. (5) Given the product [ClH:12].[Cl:12][CH2:8][C:5]1[CH:4]=[CH:3][C:2]([CH3:1])=[CH:7][N:6]=1, predict the reactants needed to synthesize it. The reactants are: [CH3:1][C:2]1[CH:3]=[CH:4][C:5]([CH2:8]O)=[N:6][CH:7]=1.S(Cl)([Cl:12])=O. (6) Given the product [Cl:8][C:4]1[CH:5]=[CH:6][CH:7]=[C:2]([Cl:1])[C:3]=1[CH2:9][S:10]([C:13]1[CH:14]=[C:15]2[C:19](=[CH:20][CH:21]=1)[NH:18][C:17](=[O:22])/[C:16]/2=[CH:23]\[C:25]1[NH:29][C:28]([CH3:30])=[C:27]([CH2:31][CH2:32][C:33]([OH:35])=[O:34])[C:26]=1[CH3:36])(=[O:12])=[O:11], predict the reactants needed to synthesize it. The reactants are: [Cl:1][C:2]1[CH:7]=[CH:6][CH:5]=[C:4]([Cl:8])[C:3]=1[CH2:9][S:10]([C:13]1[CH:14]=[C:15]2[C:19](=[CH:20][CH:21]=1)[NH:18][C:17](=[O:22])[CH2:16]2)(=[O:12])=[O:11].[CH:23]([C:25]1[NH:29][C:28]([CH3:30])=[C:27]([CH2:31][CH2:32][C:33]([OH:35])=[O:34])[C:26]=1[CH3:36])=O.N1CCCCC1.